From a dataset of Full USPTO retrosynthesis dataset with 1.9M reactions from patents (1976-2016). Predict the reactants needed to synthesize the given product. (1) Given the product [C:16]([O:15][C:13]([C:10]1([O:9][C:3]2[C:2]([NH:1][CH:21]3[CH2:26][CH2:25][N:24]([C:27]([O:29][C:30]([CH3:33])([CH3:32])[CH3:31])=[O:28])[CH2:23][CH2:22]3)=[CH:7][C:6]([Cl:8])=[CH:5][N:4]=2)[CH2:12][CH2:11]1)=[O:14])([CH3:19])([CH3:18])[CH3:17], predict the reactants needed to synthesize it. The reactants are: [NH2:1][C:2]1[C:3]([O:9][C:10]2([C:13]([O:15][C:16]([CH3:19])([CH3:18])[CH3:17])=[O:14])[CH2:12][CH2:11]2)=[N:4][CH:5]=[C:6]([Cl:8])[CH:7]=1.O=[C:21]1[CH2:26][CH2:25][N:24]([C:27]([O:29][C:30]([CH3:33])([CH3:32])[CH3:31])=[O:28])[CH2:23][CH2:22]1.C(O[BH-](OC(=O)C)OC(=O)C)(=O)C.[Na+].C(=O)([O-])O.[Na+]. (2) Given the product [NH2:76][C:67]1[C:66]2[N:65]=[C:64]([CH2:77][CH2:78][CH3:79])[N:63]([CH2:62][CH2:61][CH2:60][S:57]([C:54]3[CH:55]=[CH:56][C:51]([C:50]([N:49]([CH2:45][CH2:46][CH2:47][CH3:48])[CH3:81])=[O:80])=[CH:52][CH:53]=3)(=[O:59])=[O:58])[C:71]=2[C:70]([CH3:72])=[C:69]([CH3:73])[N:68]=1, predict the reactants needed to synthesize it. The reactants are: CC1N2N=NN=C2C2N=C(CCC)N(CCCS(C3C=CC(C(Cl)=O)=CC=3)(=O)=O)C=2C=1C.CNCCCC.N1CCOCC1.[CH2:45]([N:49]([CH3:81])[C:50](=[O:80])[C:51]1[CH:56]=[CH:55][C:54]([S:57]([CH2:60][CH2:61][CH2:62][N:63]2[C:71]3[C:70]([CH3:72])=[C:69]([CH3:73])[N:68]4N=N[N:76]=[C:67]4[C:66]=3[N:65]=[C:64]2[CH2:77][CH2:78][CH3:79])(=[O:59])=[O:58])=[CH:53][CH:52]=1)[CH2:46][CH2:47][CH3:48]. (3) Given the product [CH3:19][C:8]1([CH2:7][CH2:6][CH2:5][OH:4])[O:12][C:11]2=[N:13][C:14]([N+:16]([O-:18])=[O:17])=[CH:15][N:10]2[CH2:9]1, predict the reactants needed to synthesize it. The reactants are: C([O:4][CH2:5][CH2:6][CH2:7][C:8]1([CH3:19])[O:12][C:11]2=[N:13][C:14]([N+:16]([O-:18])=[O:17])=[CH:15][N:10]2[CH2:9]1)(=O)C.C(=O)([O-])[O-].[K+].[K+]. (4) The reactants are: [CH2:1]([O:8][C:9]1[CH:40]=[CH:39][C:12]([C:13]([O:15][C:16]2[CH:21]=[CH:20][C:19]([CH2:22][N:23]([CH2:34][CH2:35][CH2:36][CH:37]=[O:38])[C:24](=[O:33])[C:25]3[CH:30]=[CH:29][C:28]([O:31][CH3:32])=[CH:27][CH:26]=3)=[CH:18][CH:17]=2)=[O:14])=[CH:11][CH:10]=1)[CH2:2][CH2:3][CH2:4][CH2:5][CH2:6][CH3:7].CC(=CC)C.Cl([O-])=[O:47].[Na+].P([O-])(O)(O)=O.[Na+]. Given the product [CH2:1]([O:8][C:9]1[CH:40]=[CH:39][C:12]([C:13]([O:15][C:16]2[CH:21]=[CH:20][C:19]([CH2:22][N:23]([CH2:34][CH2:35][CH2:36][C:37]([OH:47])=[O:38])[C:24](=[O:33])[C:25]3[CH:26]=[CH:27][C:28]([O:31][CH3:32])=[CH:29][CH:30]=3)=[CH:18][CH:17]=2)=[O:14])=[CH:11][CH:10]=1)[CH2:2][CH2:3][CH2:4][CH2:5][CH2:6][CH3:7], predict the reactants needed to synthesize it.